This data is from HIV replication inhibition screening data with 41,000+ compounds from the AIDS Antiviral Screen. The task is: Binary Classification. Given a drug SMILES string, predict its activity (active/inactive) in a high-throughput screening assay against a specified biological target. (1) The compound is CCCCc1c2c(nc3c1CCCC3=Cc1ccccc1)C(=O)C(CN(C)C)CC2. The result is 0 (inactive). (2) The drug is O=C(O)c1ccc([N+](=O)[O-])c2cc3cnccc3nc12. The result is 0 (inactive). (3) The compound is O=C1C2=Cc3ccccc3OC2(O)Oc2cc(O)cc(O)c21. The result is 0 (inactive). (4) The drug is CCOC(=O)C(C(=O)OCC)C(c1ccc(OC)cc1)N1CCN(C(c2ccc(OC)cc2)C(C(=O)OCC)C(=O)OCC)CC1. The result is 0 (inactive). (5) The drug is CCCCCCN(CCCCCC)CC(=O)Nc1ccc(S(=O)(=O)c2ccc(NC(=O)CN(CCCCCC)CCCCCC)cc2)cc1. The result is 0 (inactive). (6) The molecule is Cc1ccc2c(c1-c1c(C)ccc3c1C(=O)c1ccccc1C3=O)C(=O)c1ccccc1C2=O. The result is 0 (inactive). (7) The compound is CCOC(C)OC1C(=O)OCC1(C)C. The result is 0 (inactive). (8) The drug is Cc1c2ncccc2cc2oc3ccccc3c(=O)c12. The result is 0 (inactive).